This data is from Full USPTO retrosynthesis dataset with 1.9M reactions from patents (1976-2016). The task is: Predict the reactants needed to synthesize the given product. (1) The reactants are: [F:1][C:2]1[CH:22]=[CH:21][CH:20]=[C:19]([F:23])[C:3]=1[CH2:4][O:5][C:6]1[C:7]2[N:8]([C:12]([C:16]([OH:18])=O)=[C:13]([CH3:15])[N:14]=2)[CH:9]=[CH:10][CH:11]=1.F[B-](F)(F)F.N1(O[C+](N(C)C)N(C)C)C2C=CC=CC=2N=N1.C[N:47]1CC[O:50][CH2:49][CH2:48]1.NC(C[C:58]([F:61])([F:60])[F:59])CO. Given the product [F:23][C:19]1[CH:20]=[CH:21][CH:22]=[C:2]([F:1])[C:3]=1[CH2:4][O:5][C:6]1[C:7]2[N:8]([C:12]([C:16]([NH:47][CH:48]([CH2:49][OH:50])[C:58]([F:61])([F:60])[F:59])=[O:18])=[C:13]([CH3:15])[N:14]=2)[CH:9]=[CH:10][CH:11]=1, predict the reactants needed to synthesize it. (2) Given the product [F:1][C:2]([F:16])([F:17])[C:3]1[CH:8]=[CH:7][C:6]([C:9]2[CH:14]=[CH:13][C:12]([NH:15][CH:24]=[O:25])=[CH:11][CH:10]=2)=[CH:5][CH:4]=1, predict the reactants needed to synthesize it. The reactants are: [F:1][C:2]([F:17])([F:16])[C:3]1[CH:8]=[CH:7][C:6]([C:9]2[CH:14]=[CH:13][C:12]([NH2:15])=[CH:11][CH:10]=2)=[CH:5][CH:4]=1.N1C=CC=CC=1.[CH:24](OC1C=CC([N+]([O-])=O)=CC=1)=[O:25]. (3) Given the product [OH:31][CH:30]([C:6]1[N:2]([CH3:1])[CH:3]=[N:4][CH:5]=1)[C:29]1[CH:32]=[CH:33][C:26]([C:24]#[N:25])=[CH:27][CH:28]=1, predict the reactants needed to synthesize it. The reactants are: [CH3:1][N:2]1[C:6]([Si](CC)(CC)CC)=[CH:5][N:4]=[CH:3]1.C([Li])(C)(C)C.CCCCC.[C:24]([C:26]1[CH:33]=[CH:32][C:29]([CH:30]=[O:31])=[CH:28][CH:27]=1)#[N:25]. (4) Given the product [C:1]1([C:7]2([C:10]3[C:12]4[C:13](=[CH:19][CH:20]=[CH:21][CH:22]=4)[C:14](=[O:15])[NH:25][N:24]=3)[CH2:9][CH2:8]2)[CH:6]=[CH:5][CH:4]=[CH:3][CH:2]=1, predict the reactants needed to synthesize it. The reactants are: [C:1]1([C:7]2([C:10]([C:12]3[CH:22]=[CH:21][CH:20]=[CH:19][C:13]=3[C:14](OCC)=[O:15])=O)[CH2:9][CH2:8]2)[CH:6]=[CH:5][CH:4]=[CH:3][CH:2]=1.O.[NH2:24][NH2:25]. (5) The reactants are: [Cl:1][C:2]1[CH:10]=[C:9]2[C:5]([C:6]([CH2:11][CH2:12][NH2:13])=[CH:7][NH:8]2)=[CH:4][CH:3]=1.[CH:14]1([CH:17]=O)[CH2:16][CH2:15]1. Given the product [Cl:1][C:2]1[CH:10]=[C:9]2[C:5]([C:6]([CH2:11][CH2:12][NH:13][CH2:17][CH:14]3[CH2:16][CH2:15]3)=[CH:7][NH:8]2)=[CH:4][CH:3]=1, predict the reactants needed to synthesize it. (6) The reactants are: [F:1][C:2]1[CH:7]=[CH:6][C:5](/[CH:8]=[C:9]2/[C:10](=[O:16])[N:11]=[C:12](SC)[S:13]/2)=[C:4]([OH:17])[CH:3]=1.Cl.Cl.[NH:20]1[CH2:24][CH2:23][C:22](=O)[NH:21]1.C(N(C(C)C)CC)(C)C. Given the product [F:1][C:2]1[CH:7]=[CH:6][C:5](/[CH:8]=[C:9]2/[C:10](=[O:16])[N:11]=[C:12]([N:20]3[CH2:24][CH2:23][CH2:22][NH:21]3)[S:13]/2)=[C:4]([OH:17])[CH:3]=1, predict the reactants needed to synthesize it. (7) The reactants are: [CH:1]([N:4]1[CH:8]=[C:7]([C:9]2[CH:10]=[C:11]([CH:20]=[CH:21][CH:22]=2)[CH2:12][CH2:13][O:14][CH2:15][CH2:16][C:17]([OH:19])=O)[CH:6]=[N:5]1)([CH3:3])[CH3:2].[CH3:23][O:24][CH:25]([O:33][CH3:34])[CH2:26][NH:27][C@@H:28]([CH:30]([CH3:32])[CH3:31])[CH3:29]. Given the product [CH3:23][O:24][CH:25]([O:33][CH3:34])[CH2:26][N:27]([C@@H:28]([CH:30]([CH3:31])[CH3:32])[CH3:29])[C:17](=[O:19])[CH2:16][CH2:15][O:14][CH2:13][CH2:12][C:11]1[CH:20]=[CH:21][CH:22]=[C:9]([C:7]2[CH:6]=[N:5][N:4]([CH:1]([CH3:2])[CH3:3])[CH:8]=2)[CH:10]=1, predict the reactants needed to synthesize it. (8) Given the product [Cl:9][C:10]1[CH:11]=[C:12]([C:16]2[N:24]=[C:23]([C:25](=[N:2][OH:3])[NH2:26])[N:22]=[C:21]3[C:17]=2[N:18]([CH2:27][C@H:28]2[CH2:33][CH2:32][C@H:31]([CH3:34])[CH2:30][CH2:29]2)[CH:19]=[N:20]3)[CH:13]=[CH:14][CH:15]=1, predict the reactants needed to synthesize it. The reactants are: Cl.[NH2:2][OH:3].C(=O)(O)[O-].[Na+].[Cl:9][C:10]1[CH:11]=[C:12]([C:16]2[N:24]=[C:23]([C:25]#[N:26])[N:22]=[C:21]3[C:17]=2[N:18]([CH2:27][C@H:28]2[CH2:33][CH2:32][C@H:31]([CH3:34])[CH2:30][CH2:29]2)[CH:19]=[N:20]3)[CH:13]=[CH:14][CH:15]=1. (9) Given the product [C:44]([O:47][C:10]1[N:9]2[C:5]([S:6][C:7]3[CH2:13][CH2:12][CH2:11][C:8]=32)=[N:4][C:3]=1[C:28]1([Br:32])[C:27](=[O:33])[N:26]2[C@@H:29]1[S:30][CH:31]=[C:25]2[C:23]([O:22][CH2:21][C:20]1[CH:34]=[CH:35][C:17]([N+:14]([O-:16])=[O:15])=[CH:18][CH:19]=1)=[O:24])(=[O:46])[CH3:45], predict the reactants needed to synthesize it. The reactants are: C([C:3]1[N:4]=[C:5]2[N:9]([CH:10]=1)[C:8]1[CH2:11][CH2:12][CH2:13][C:7]=1[S:6]2)=O.[N+:14]([C:17]1[CH:35]=[CH:34][C:20]([CH2:21][O:22][C:23]([C:25]2[N:26]3[C@H:29]([S:30][CH:31]=2)[C@@H:28]([Br:32])[C:27]3=[O:33])=[O:24])=[CH:19][CH:18]=1)([O-:16])=[O:15].[Mg+2].[Br-].[Br-].O(CC)CC.[C:44]([O:47]C(=O)C)(=[O:46])[CH3:45].